From a dataset of Reaction yield outcomes from USPTO patents with 853,638 reactions. Predict the reaction yield, written as a fraction of the theoretical maximum amount of product (1.0 means a 100% yield; for example, 0.34 means a 34% yield). (1) The reactants are [O:1]=[C:2]([O:23][C@@H:24]1[CH:29]2[CH2:30][CH2:31][N:26]([CH2:27][CH2:28]2)[CH2:25]1)[CH:3]([NH:10][C:11]1[CH:12]=[C:13]([CH:20]=[CH:21][CH:22]=1)[C:14]([O:16]CC=C)=[O:15])[C:4]1[CH:9]=[CH:8][CH:7]=[CH:6][CH:5]=1.N1CCCCC1. The catalyst is C1COCC1. The product is [O:1]=[C:2]([O:23][CH:24]1[CH:29]2[CH2:30][CH2:31][N:26]([CH2:27][CH2:28]2)[CH2:25]1)[C@H:3]([NH:10][C:11]1[CH:12]=[C:13]([CH:20]=[CH:21][CH:22]=1)[C:14]([OH:16])=[O:15])[C:4]1[CH:5]=[CH:6][CH:7]=[CH:8][CH:9]=1. The yield is 0.395. (2) The reactants are [C:1]1([C:7]2[CH:12]=[CH:11][C:10]([OH:13])=[CH:9][CH:8]=2)[CH:6]=[CH:5][CH:4]=[CH:3][CH:2]=1.C([O-])([O-])=O.[K+].[K+].[CH2:20]([O:22][C:23](=[O:42])[C:24]([O:27][C:28]1[CH:33]=[CH:32][C:31]([CH2:34][CH2:35][CH2:36]OS(C)(=O)=O)=[CH:30][CH:29]=1)([CH3:26])[CH3:25])[CH3:21]. The catalyst is CN(C=O)C. The product is [C:7]1([C:1]2[CH:2]=[CH:3][CH:4]=[CH:5][CH:6]=2)[CH:8]=[CH:9][C:10]([O:13][CH2:36][CH2:35][CH2:34][C:31]2[CH:32]=[CH:33][C:28]([O:27][C:24]([CH3:26])([CH3:25])[C:23]([O:22][CH2:20][CH3:21])=[O:42])=[CH:29][CH:30]=2)=[CH:11][CH:12]=1. The yield is 0.460.